From a dataset of Reaction yield outcomes from USPTO patents with 853,638 reactions. Predict the reaction yield, written as a fraction of the theoretical maximum amount of product (1.0 means a 100% yield; for example, 0.34 means a 34% yield). (1) The reactants are [NH2:1][CH2:2][CH:3]([C:5]1[CH:10]=[CH:9][CH:8]=[CH:7][CH:6]=1)[OH:4].[C:11](O[C:11]([O:13][C:14]([CH3:17])([CH3:16])[CH3:15])=[O:12])([O:13][C:14]([CH3:17])([CH3:16])[CH3:15])=[O:12].C(OCC)(=O)C.O. The catalyst is CN(C=O)C. The product is [C:14]([O:13][C:11](=[O:12])[NH:1][CH2:2][CH:3]([OH:4])[C:5]1[CH:10]=[CH:9][CH:8]=[CH:7][CH:6]=1)([CH3:17])([CH3:16])[CH3:15]. The yield is 0.780. (2) The product is [NH2:6][C:5]1[CH:7]=[CH:8][C:2]([C:17]2[CH:18]=[CH:19][C:14]([C:12]#[N:13])=[C:15]([F:23])[CH:16]=2)=[CH:3][C:4]=1[N+:9]([O-:11])=[O:10]. The catalyst is O.O1CCCC1.C1C=CC(P([C]2[CH][CH][CH][CH]2)C2C=CC=CC=2)=CC=1.C1C=CC(P([C]2[CH][CH][CH][CH]2)C2C=CC=CC=2)=CC=1.Cl[Pd]Cl.[Fe]. The reactants are Br[C:2]1[CH:8]=[CH:7][C:5]([NH2:6])=[C:4]([N+:9]([O-:11])=[O:10])[CH:3]=1.[C:12]([C:14]1[CH:19]=[CH:18][C:17](B(O)O)=[CH:16][C:15]=1[F:23])#[N:13].C(=O)([O-])[O-].[Na+].[Na+].ClCCl. The yield is 0.650. (3) The reactants are [Br:1][C:2]1[CH:7]=[CH:6][C:5]([CH:8]=[C:9]2[CH2:14][CH2:13][CH2:12][CH2:11][CH2:10]2)=[CH:4][CH:3]=1.[F:15][C:16]([F:21])([F:20])[C:17]([OH:19])=[O:18]. The catalyst is C(Cl)Cl. The product is [F:15][C:16]([F:21])([F:20])[C:17]([O:19][C:9]1([CH2:8][C:5]2[CH:6]=[CH:7][C:2]([Br:1])=[CH:3][CH:4]=2)[CH2:10][CH2:11][CH2:12][CH2:13][CH2:14]1)=[O:18]. The yield is 0.860. (4) The catalyst is CS(C)=O.O. The reactants are [Br:1][C:2]1[CH:3]=[C:4]2[C:8](=[CH:9][CH:10]=1)[NH:7][N:6]=[C:5]2[C:11]([F:14])([F:13])[F:12].C([O-])([O-])=O.[Cs+].[Cs+].Cl.Cl[CH2:23][CH2:24][N:25]1[CH2:29][CH2:28][CH2:27][CH2:26]1. The product is [Br:1][C:2]1[CH:3]=[C:4]2[C:8](=[CH:9][CH:10]=1)[N:7]([CH2:23][CH2:24][N:25]1[CH2:29][CH2:28][CH2:27][CH2:26]1)[N:6]=[C:5]2[C:11]([F:14])([F:13])[F:12]. The yield is 0.650. (5) The reactants are [CH3:1][N:2]([C:7]1[CH:12]=[CH:11][CH:10]=[CH:9][C:8]=1[N+:13]([O-])=O)[S:3]([CH3:6])(=[O:5])=[O:4]. The catalyst is CO.[Pd]. The product is [NH2:13][C:8]1[CH:9]=[CH:10][CH:11]=[CH:12][C:7]=1[N:2]([CH3:1])[S:3]([CH3:6])(=[O:5])=[O:4]. The yield is 0.600.